Dataset: Forward reaction prediction with 1.9M reactions from USPTO patents (1976-2016). Task: Predict the product of the given reaction. (1) Given the reactants [Cl:1][C:2]1[C:3]([CH3:11])=[C:4]([CH:8]=[CH:9][CH:10]=1)[C:5]([OH:7])=O.[C:12]([O:16][C:17]([N:19]1[CH2:24][CH2:23][CH:22]([NH:25][CH2:26][CH2:27][CH2:28][CH3:29])[CH2:21][CH2:20]1)=[O:18])([CH3:15])([CH3:14])[CH3:13].O.ON1C2C=CC=CC=2N=N1.Cl.CN(C)CCCN=C=NCC.C(N(CC)CC)C, predict the reaction product. The product is: [CH2:26]([N:25]([C:5](=[O:7])[C:4]1[CH:8]=[CH:9][CH:10]=[C:2]([Cl:1])[C:3]=1[CH3:11])[CH:22]1[CH2:21][CH2:20][N:19]([C:17]([O:16][C:12]([CH3:13])([CH3:15])[CH3:14])=[O:18])[CH2:24][CH2:23]1)[CH2:27][CH2:28][CH3:29]. (2) Given the reactants [NH2:1][C:2]1[N:10]=[C:9]2[C:5]([N:6]=[CH:7][N:8]2[C@@H:11]2[O:17][C@H:16]([CH2:18][OH:19])[C@@H:14]([OH:15])[C@H:12]2[OH:13])=[C:4]([NH2:20])[N:3]=1.[H-].[Na+].BrCCCC[C:28]1[NH:29][CH:30]=[CH:31][N:32]=1, predict the reaction product. The product is: [NH2:1][C:2]1[N:10]=[C:9]2[C:5]([N:6]=[CH:7][N:8]2[C@@H:11]2[O:17][C@H:16]([CH2:18][OH:19])[C@@H:14]([OH:15])[C@H:12]2[O:13][CH2:11][CH2:12][CH2:14][CH2:16][N:29]2[CH:30]=[CH:31][N:32]=[CH:28]2)=[C:4]([NH2:20])[N:3]=1. (3) Given the reactants [Cl:1][C:2]1[CH:9]=[CH:8][C:5]([C:6]#[N:7])=[CH:4][CH:3]=1.[CH2:10]([OH:12])[CH3:11], predict the reaction product. The product is: [CH2:10]([O:12][C:6](=[NH:7])[C:5]1[CH:8]=[CH:9][C:2]([Cl:1])=[CH:3][CH:4]=1)[CH3:11]. (4) Given the reactants N#N.C(OC([NH:13][C@H:14]1[CH2:19][CH2:18][C@H:17]([CH2:20][OH:21])[CH2:16][CH2:15]1)=O)C1C=CC=CC=1, predict the reaction product. The product is: [NH2:13][C@H:14]1[CH2:19][CH2:18][C@H:17]([CH2:20][OH:21])[CH2:16][CH2:15]1.